Dataset: NCI-60 drug combinations with 297,098 pairs across 59 cell lines. Task: Regression. Given two drug SMILES strings and cell line genomic features, predict the synergy score measuring deviation from expected non-interaction effect. (1) Synergy scores: CSS=14.8, Synergy_ZIP=11.0, Synergy_Bliss=11.7, Synergy_Loewe=12.6, Synergy_HSA=12.6. Cell line: HL-60(TB). Drug 2: C1=CC=C(C(=C1)C(C2=CC=C(C=C2)Cl)C(Cl)Cl)Cl. Drug 1: CCCCCOC(=O)NC1=NC(=O)N(C=C1F)C2C(C(C(O2)C)O)O. (2) Drug 1: CCC1=CC2CC(C3=C(CN(C2)C1)C4=CC=CC=C4N3)(C5=C(C=C6C(=C5)C78CCN9C7C(C=CC9)(C(C(C8N6C)(C(=O)OC)O)OC(=O)C)CC)OC)C(=O)OC.C(C(C(=O)O)O)(C(=O)O)O. Drug 2: CC(C1=C(C=CC(=C1Cl)F)Cl)OC2=C(N=CC(=C2)C3=CN(N=C3)C4CCNCC4)N. Cell line: 786-0. Synergy scores: CSS=12.4, Synergy_ZIP=0.590, Synergy_Bliss=3.03, Synergy_Loewe=-13.3, Synergy_HSA=3.45. (3) Drug 1: CC1OCC2C(O1)C(C(C(O2)OC3C4COC(=O)C4C(C5=CC6=C(C=C35)OCO6)C7=CC(=C(C(=C7)OC)O)OC)O)O. Drug 2: CN(C(=O)NC(C=O)C(C(C(CO)O)O)O)N=O. Cell line: HT29. Synergy scores: CSS=13.1, Synergy_ZIP=-3.19, Synergy_Bliss=-1.93, Synergy_Loewe=-22.5, Synergy_HSA=0.354.